This data is from Full USPTO retrosynthesis dataset with 1.9M reactions from patents (1976-2016). The task is: Predict the reactants needed to synthesize the given product. (1) Given the product [CH2:39]([N:40]1[C:41]2[C:42](=[CH:21][CH:22]=[CH:23][CH:24]=2)[C:16]2([O:15][CH:14]3[C:13]4[C:27]([CH:22]=[CH:21][N:28]3[C:38]3[CH:37]=[CH:36][CH:35]=[CH:34][C:33]2=3)=[CH:26][CH:25]=[CH:24][CH:23]=4)[C:17]1=[O:18])[C:48]1[CH:47]=[CH:46][CH:45]=[CH:44][CH:43]=1, predict the reactants needed to synthesize it. The reactants are: [CH2:13]1[O:18][CH2:17][CH2:16][O:15][CH2:14][CH2:13][O:18][CH2:17][CH2:16][O:15][CH2:14][CH2:13][O:18][CH2:17][CH2:16][O:15][CH2:14]1.[F-].[K+].[CH2:21]([N:28]1[C:38]2[C:33](=[CH:34][CH:35]=[CH:36][CH:37]=2)C(=O)C1=O)[C:22]1[CH:27]=[CH:26][CH:25]=[CH:24][CH:23]=1.[CH:39]1[C:48]2[C:43](=[CH:44][CH:45]=[CH:46][CH:47]=2)[CH:42]=[CH:41][N:40]=1. (2) Given the product [Cl:1][C:2]1[N:7]2[N:11]=[C:9]([NH2:20])[N:8]=[C:6]2[C:5]([O:17][CH3:18])=[CH:4][N:3]=1, predict the reactants needed to synthesize it. The reactants are: [Cl:1][C:2]1[N:7]=[C:6]([NH:8][C:9]([NH:11]C(=O)OCC)=S)[C:5]([O:17][CH3:18])=[CH:4][N:3]=1.Cl.[NH2:20]O.C(=O)(O)[O-].[Na+].O. (3) Given the product [NH2:55][C@@H:53]1[CH2:54][CH2:49][CH2:50][CH2:51][C@H:52]1[NH:57][C:2]1[CH:3]=[C:4]([NH:14][C:15]2[CH:16]=[CH:17][CH:18]=[CH:19][CH:20]=2)[C:5]2[N:6]([C:8]([C:11]([NH:33][C:32]3[CH:34]=[CH:35][CH:36]=[CH:37][C:31]=3[F:30])=[O:13])=[CH:9][N:10]=2)[N:7]=1.[NH2:66][C@H:67]1[CH2:72][CH2:71][C@H:70]([NH:73][C:2]2[CH:3]=[C:4]([NH:14][C:15]3[CH:16]=[CH:17][CH:18]=[CH:19][CH:20]=3)[C:5]3[N:6]([C:8]([C:11]([NH:33][C:32]4[CH:34]=[CH:35][CH:36]=[CH:37][C:31]=4[F:30])=[O:12])=[CH:9][N:10]=3)[N:7]=2)[CH2:69][CH2:68]1, predict the reactants needed to synthesize it. The reactants are: Cl[C:2]1[CH:3]=[C:4]([N:14](CC2C=CC(OC)=CC=2)[C:15]2[CH:20]=[CH:19][CH:18]=[CH:17][CH:16]=2)[C:5]2[N:6]([C:8]([C:11]([OH:13])=[O:12])=[CH:9][N:10]=2)[N:7]=1.[F:30][C:31]1[CH:37]=[CH:36][CH:35]=[CH:34][C:32]=1[NH2:33].CCN=C=NCCCN(C)C.[CH:49]1[CH:50]=[CH:51][C:52]2[N:57](O)N=[N:55][C:53]=2[CH:54]=1.C(N(CC)CC)C.[NH2:66][C@H:67]1[CH2:72][CH2:71][C@H:70]([NH2:73])[CH2:69][CH2:68]1. (4) The reactants are: Cl[C:2]1[C:11]2[C:6](=[CH:7][C:8]([O:22][CH3:23])=[C:9]([O:12][CH2:13][CH2:14][CH2:15][N:16]3[CH2:21][CH2:20][O:19][CH2:18][CH2:17]3)[CH:10]=2)[N:5]=[CH:4][CH:3]=1.[F:24][C:25]1[CH:30]=[C:29]([N+:31]([O-:33])=[O:32])[CH:28]=[CH:27][C:26]=1[OH:34]. Given the product [F:24][C:25]1[CH:30]=[C:29]([N+:31]([O-:33])=[O:32])[CH:28]=[CH:27][C:26]=1[O:34][C:2]1[C:11]2[C:6](=[CH:7][C:8]([O:22][CH3:23])=[C:9]([O:12][CH2:13][CH2:14][CH2:15][N:16]3[CH2:21][CH2:20][O:19][CH2:18][CH2:17]3)[CH:10]=2)[N:5]=[CH:4][CH:3]=1, predict the reactants needed to synthesize it. (5) Given the product [CH2:6]([O:8][C:9](=[O:35])[CH2:10][O:11][CH2:12][CH2:13][CH2:14][CH2:15][N:16]1[C:21](=[O:22])[CH2:20][CH2:19][CH2:18][C@@H:17]1/[CH:23]=[CH:24]/[CH:25]([OH:34])[CH2:26][C:27]1[CH:32]=[CH:31][CH:30]=[C:29]([Cl:33])[CH:28]=1)[CH3:7], predict the reactants needed to synthesize it. The reactants are: [BH4-].[Na+].CCO.[CH2:6]([O:8][C:9](=[O:35])[CH2:10][O:11][CH2:12][CH2:13][CH2:14][CH2:15][N:16]1[C:21](=[O:22])[CH2:20][CH2:19][CH2:18][C@@H:17]1/[CH:23]=[CH:24]/[C:25](=[O:34])[CH2:26][C:27]1[CH:32]=[CH:31][CH:30]=[C:29]([Cl:33])[CH:28]=1)[CH3:7].